This data is from Catalyst prediction with 721,799 reactions and 888 catalyst types from USPTO. The task is: Predict which catalyst facilitates the given reaction. (1) Reactant: [NH2:1][C:2]1[CH:10]=[CH:9][CH:8]=[C:7]2[C:3]=1[CH2:4][N:5]([C@H:12]([CH3:15])[CH2:13][OH:14])[C:6]2=[O:11].[Cl:16]N1C(=O)CCC1=O. Product: [NH2:1][C:2]1[C:10]([Cl:16])=[CH:9][CH:8]=[C:7]2[C:3]=1[CH2:4][N:5]([C@H:12]([CH3:15])[CH2:13][OH:14])[C:6]2=[O:11]. The catalyst class is: 10. (2) Reactant: [H-].[Na+].[CH3:3][O:4][CH2:5][O:6][C:7]1[CH:8]=[CH:9][C:10]2[C@@H:11]3[C@@H:19]([C@H:20]([CH2:24][CH2:25][CH2:26][CH2:27][O:28][CH2:29][CH2:30][O:31][CH2:32][CH2:33][O:34][CH2:35][CH2:36][OH:37])[CH2:21][C:22]=2[CH:23]=1)[C@H:18]1[C@@:14]([CH3:42])([C@@H:15]([O:38][CH2:39][O:40][CH3:41])[CH2:16][CH2:17]1)[CH2:13][CH2:12]3.Br[CH2:44][C:45]([O:47][C:48]([CH3:51])([CH3:50])[CH3:49])=[O:46]. Product: [CH3:3][O:4][CH2:5][O:6][C:7]1[CH:8]=[CH:9][C:10]2[C@@H:11]3[C@@H:19]([C@H:20]([CH2:24][CH2:25][CH2:26][CH2:27][O:28][CH2:29][CH2:30][O:31][CH2:32][CH2:33][O:34][CH2:35][CH2:36][O:37][CH2:44][C:45]([O:47][C:48]([CH3:51])([CH3:50])[CH3:49])=[O:46])[CH2:21][C:22]=2[CH:23]=1)[C@H:18]1[C@@:14]([CH3:42])([C@@H:15]([O:38][CH2:39][O:40][CH3:41])[CH2:16][CH2:17]1)[CH2:13][CH2:12]3. The catalyst class is: 3. (3) Reactant: [CH2:1]([O:8][C@H:9]1[CH2:13][N:12]([C:14]([O:16][C:17]([CH3:20])([CH3:19])[CH3:18])=[O:15])[C@H:11]([C:21](O)=[O:22])[CH2:10]1)[C:2]1[CH:7]=[CH:6][CH:5]=[CH:4][CH:3]=1.CN1CCOCC1.ClC(OCC(C)C)=O.[BH4-].[Na+]. Product: [CH2:1]([O:8][C@H:9]1[CH2:13][N:12]([C:14]([O:16][C:17]([CH3:18])([CH3:19])[CH3:20])=[O:15])[C@H:11]([CH2:21][OH:22])[CH2:10]1)[C:2]1[CH:7]=[CH:6][CH:5]=[CH:4][CH:3]=1. The catalyst class is: 30. (4) Reactant: [OH-].[Na+:2].[CH:3]1[CH:8]=[N:7][CH:6]=[C:5]([CH2:9][C:10]([P:16]([OH:19])([OH:18])=[O:17])([P:12]([OH:15])([OH:14])=[O:13])[OH:11])[CH:4]=1.C(N(CC(O)=O)CC(O)=O)CN(CC(O)=O)CC(O)=O. Product: [CH:3]1[CH:8]=[N:7][CH:6]=[C:5]([CH2:9][C:10]([P:12]([O-:14])([OH:15])=[O:13])([P:16]([OH:19])([OH:18])=[O:17])[OH:11])[CH:4]=1.[Na+:2]. The catalyst class is: 97. (5) Reactant: [CH2:1]([C:4]1[CH:9]=[CH:8][CH:7]=[C:6]([N+:10]([O-:12])=[O:11])[C:5]=1[OH:13])[CH:2]=[CH2:3].ClC1C=C(C=CC=1)C(OO)=[O:19].C(=O)([O-])[O-].[K+].[K+]. Product: [N+:10]([C:6]1[C:5]2[O:13][CH:2]([CH2:3][OH:19])[CH2:1][C:4]=2[CH:9]=[CH:8][CH:7]=1)([O-:12])=[O:11]. The catalyst class is: 98. (6) Reactant: C(OC([N:8]1[CH2:13][CH2:12][O:11][C@H:10]([C:14]2[CH:19]=[CH:18][C:17]([NH:20][C:21]([C:23]3[CH:28]=[N:27][C:26]([C:29]([F:32])([F:31])[F:30])=[CH:25][N:24]=3)=[O:22])=[CH:16][C:15]=2[C:33]#[N:34])[CH2:9]1)=O)(C)(C)C.[ClH:35]. Product: [ClH:35].[C:33]([C:15]1[CH:16]=[C:17]([NH:20][C:21]([C:23]2[CH:28]=[N:27][C:26]([C:29]([F:32])([F:30])[F:31])=[CH:25][N:24]=2)=[O:22])[CH:18]=[CH:19][C:14]=1[C@H:10]1[O:11][CH2:12][CH2:13][NH:8][CH2:9]1)#[N:34]. The catalyst class is: 12.